The task is: Regression/Classification. Given a drug SMILES string, predict its absorption, distribution, metabolism, or excretion properties. Task type varies by dataset: regression for continuous measurements (e.g., permeability, clearance, half-life) or binary classification for categorical outcomes (e.g., BBB penetration, CYP inhibition). Dataset: cyp1a2_veith.. This data is from CYP1A2 inhibition data for predicting drug metabolism from PubChem BioAssay. The molecule is Cc1cc(N2CCN(c3nc4ccccc4s3)CC2)n2ncnc2n1. The result is 1 (inhibitor).